Task: Predict the product of the given reaction.. Dataset: Forward reaction prediction with 1.9M reactions from USPTO patents (1976-2016) (1) The product is: [CH3:1][C:2]1([CH2:8][CH2:9][S:10]([C:13]2[CH:14]=[CH:15][C:16]([S:19]([CH3:22])(=[O:20])=[O:21])=[CH:17][CH:18]=2)(=[O:12])=[O:11])[CH2:7][CH2:6][N:5]([CH2:34][CH2:35][C@@H:36]([C:37]2[CH:42]=[CH:41][CH:40]=[CH:39][CH:38]=2)[OH:43])[CH2:4][CH2:3]1. Given the reactants [CH3:1][C:2]1([CH2:8][CH2:9][S:10]([C:13]2[CH:18]=[CH:17][C:16]([S:19]([CH3:22])(=[O:21])=[O:20])=[CH:15][CH:14]=2)(=[O:12])=[O:11])[CH2:7][CH2:6][NH:5][CH2:4][CH2:3]1.CC1C=CC(S(O[CH2:34][CH2:35][C@H:36]([OH:43])[C:37]2[CH:42]=[CH:41][CH:40]=[CH:39][CH:38]=2)(=O)=O)=CC=1.C(=O)([O-])[O-].[K+].[K+], predict the reaction product. (2) The product is: [C:22]1([C:25]2[CH:30]=[CH:29][CH:28]=[CH:27][CH:26]=2)[CH:23]=[CH:24][CH:19]=[CH:20][C:21]=1[C:37]1[CH:36]=[CH:10][C:9]([NH:8][C:6]([NH2:3])=[O:7])=[C:33]([C:38]2[NH:42][N:41]=[N:40][N:39]=2)[CH:32]=1. Given the reactants C1N=C[N:3]([C:6]([N:8]2C=N[CH:10]=[CH:9]2)=[O:7])C=1.N1C=CN=C1.N[C:19]1[CH:24]=[CH:23][C:22]([C:25]2[CH:30]=[CH:29][CH:28]=[CH:27][CH:26]=2)=[CH:21][CH:20]=1.N[C:32]1[CH:37]=[CH:36]C=C[C:33]=1[C:38]1[NH:42][N:41]=[N:40][N:39]=1, predict the reaction product. (3) Given the reactants [C:1]([C:4]1[CH:5]=[C:6]2[C:11](=[CH:12][CH:13]=1)[NH:10][CH:9]=[CH:8][C:7]2=[O:14])(=[O:3])[CH3:2].N1C=CC=CC=1.[F:21][C:22]([F:35])([F:34])[S:23](O[S:23]([C:22]([F:35])([F:34])[F:21])(=[O:25])=[O:24])(=[O:25])=[O:24], predict the reaction product. The product is: [C:1]([C:4]1[CH:5]=[C:6]2[C:11](=[CH:12][CH:13]=1)[N:10]=[CH:9][CH:8]=[C:7]2[O:14][S:23]([C:22]([F:35])([F:34])[F:21])(=[O:25])=[O:24])(=[O:3])[CH3:2]. (4) Given the reactants C([O:3][C:4]([C:6]1[NH:7][C:8]2[C:13]([CH:14]=1)=[CH:12][CH:11]=[C:10]([Cl:15])[CH:9]=2)=[O:5])C.Br[CH2:17][C:18]1[C:27]2[C:22](=[CH:23][CH:24]=[CH:25][CH:26]=2)[CH:21]=[CH:20][CH:19]=1, predict the reaction product. The product is: [Cl:15][C:10]1[CH:9]=[C:8]2[C:13]([CH:14]=[C:6]([C:4]([OH:3])=[O:5])[N:7]2[CH2:17][C:18]2[C:27]3[C:22](=[CH:23][CH:24]=[CH:25][CH:26]=3)[CH:21]=[CH:20][CH:19]=2)=[CH:12][CH:11]=1. (5) Given the reactants [Cl:1][C:2]1[N:10](CC=C)[C:9]2[C:8](=[O:14])[N:7]([CH2:15][CH2:16][CH2:17][C:18]3[CH:19]=[N:20][NH:21][CH:22]=3)[C:6](=[O:23])[N:5]([CH2:24][CH2:25][CH2:26][CH2:27][CH3:28])[C:4]=2[N:3]=1.C(=O)([O-])[O-].[Na+].[Na+].I[CH2:36][CH2:37][CH2:38][CH2:39][CH3:40].N1CCOCC1.Cl, predict the reaction product. The product is: [Cl:1][C:2]1[NH:10][C:9]2[C:8](=[O:14])[N:7]([CH2:15][CH2:16][CH2:17][C:18]3[CH:22]=[N:21][N:20]([CH2:36][CH2:37][CH2:38][CH2:39][CH3:40])[CH:19]=3)[C:6](=[O:23])[N:5]([CH2:24][CH2:25][CH2:26][CH2:27][CH3:28])[C:4]=2[N:3]=1. (6) Given the reactants [Cl:1][C:2]1[CH:7]=[CH:6][C:5]([CH:8]([NH:10][C:11](=[O:16])[C:12]([F:15])([F:14])[F:13])[CH3:9])=[CH:4][C:3]=1[F:17].[N+:18]([O-])([O-:20])=[O:19].[K+], predict the reaction product. The product is: [Cl:1][C:2]1[CH:7]=[CH:6][C:5]([CH:8]([NH:10][C:11](=[O:16])[C:12]([F:14])([F:15])[F:13])[CH3:9])=[C:4]([N+:18]([O-:20])=[O:19])[C:3]=1[F:17]. (7) Given the reactants [NH2:1][C:2]1[C:10]2[N:9]=[C:8]([CH3:11])[N:7]([OH:12])[C:6]=2[CH:5]=[C:4]([Br:13])[CH:3]=1.[CH3:14][C:15]1[CH:22]=[CH:21][CH:20]=[C:19]([CH3:23])[C:16]=1[CH:17]=O.C([BH3-])#N.[Na+].Cl.C(=O)([O-])O.[Na+], predict the reaction product. The product is: [Br:13][C:4]1[CH:3]=[C:2]([NH:1][CH2:17][C:16]2[C:19]([CH3:23])=[CH:20][CH:21]=[CH:22][C:15]=2[CH3:14])[C:10]2[N:9]=[C:8]([CH3:11])[N:7]([OH:12])[C:6]=2[CH:5]=1.